Dataset: Experimentally validated miRNA-target interactions with 360,000+ pairs, plus equal number of negative samples. Task: Binary Classification. Given a miRNA mature sequence and a target amino acid sequence, predict their likelihood of interaction. (1) The miRNA is hsa-miR-493-5p with sequence UUGUACAUGGUAGGCUUUCAUU. The protein sequence of the target gene is MAKHLKFIARTVMVQEGNVESAYRTLNRILTMDGLIEDIKHRRYYEKPCCRRQRESYERCRRIYNMEMARKINFLMRKNRADPWQGC. Result: 1 (interaction). (2) Result: 0 (no interaction). The protein sequence of the target gene is MAPSHPAFQFWIHLYLWCLLLMPAVLAQQGSHTHAEDRLFKHLFGGYNRWARPVPNTSDVVIVRFGLSIAQLIDVDEKNQMMTTNVWLKQEWNDYKLRWDPAEFGNITSLRVPSEMIWIPDIVLYNNADGEFAVTHMTKAHLFFTGTVHWVPPAIYKSSCSIDVTFFPFDQQNCKMKFGSWTYDKAKIDLEQMERTVDLKDYWESGEWAIINATGTYNSKKYDCCAEIYPDVTYYFVIRRLPLFYTINLIIPCLLISCLTVLVFYLPSECGEKITLCISVLLSLTVFLLLITEIIPSTSL.... The miRNA is hsa-miR-1911-5p with sequence UGAGUACCGCCAUGUCUGUUGGG. (3) The protein sequence of the target gene is MTRTPVGSARTRPKPRKLGPQRGKALQASSRLSESPALVKKRMPDACTLGRAGIGLPKMCLHMAVRHSKAQKTGPGILQQRQKPPAPRASGGPALLGKRRGCSEAGSASLEPLSSSRAAAGCLNQVPLSPFLAGPRNTRRLPAPERERIELAATLCLEGWPLRCLASKGKLHCVY. Result: 1 (interaction). The miRNA is hsa-miR-4793-3p with sequence UCUGCACUGUGAGUUGGCUGGCU. (4) The miRNA is ath-miR156d-5p with sequence UGACAGAAGAGAGUGAGCAC. The protein sequence of the target gene is MAVLGVQLVVTLLTATLMHRLAPHCSFARWLLCNGSLFRYKHPSEEELRALAGKPRPRGRKERWANGLSEEKPLSVPRDAPFQLETCPLTTVDALVLRFFLEYQWFVDFAVYSGGVYLFTEAYYYMLGPAKETNIAVFWCLLTVTFSIKMFLTVTRLYFSAEEGGERSVCLTFAFLFLLLAMLVQVVREETLELGLEPGLASMTQNLEPLLKKQGWDWALPVAKLAIRVGLAVVGSVLGAFLTFPGLRLAQTHRDALTMSEDRPMLQFLLHTSFLSPLFILWLWTKPIARDFLHQPPFGE.... Result: 0 (no interaction).